Dataset: Peptide-MHC class II binding affinity with 134,281 pairs from IEDB. Task: Regression. Given a peptide amino acid sequence and an MHC pseudo amino acid sequence, predict their binding affinity value. This is MHC class II binding data. (1) The peptide sequence is NYLALLVKYVNGDGD. The MHC is DRB1_1201 with pseudo-sequence DRB1_1201. The binding affinity (normalized) is 0.429. (2) The peptide sequence is LVNLLIFHINGKIIKNS. The MHC is DRB1_1501 with pseudo-sequence DRB1_1501. The binding affinity (normalized) is 0.763. (3) The peptide sequence is AYQQGVTVDSIG. The MHC is DRB1_0401 with pseudo-sequence DRB1_0401. The binding affinity (normalized) is 0.505. (4) The peptide sequence is GDEQKLRSAGELELQFRRVK. The MHC is HLA-DQA10301-DQB10302 with pseudo-sequence HLA-DQA10301-DQB10302. The binding affinity (normalized) is 0.232.